Predict which catalyst facilitates the given reaction. From a dataset of Catalyst prediction with 721,799 reactions and 888 catalyst types from USPTO. (1) Reactant: [NH2:1][C:2]1[N:6]([C@@H:7]2[CH2:12][CH2:11][CH2:10][NH:9][CH2:8]2)[N:5]=[C:4]([C:13]2[CH:18]=[CH:17][C:16]([O:19][C:20]3[CH:25]=[CH:24][CH:23]=[CH:22][CH:21]=3)=[CH:15][CH:14]=2)[C:3]=1[C:26]([NH2:28])=[O:27].C(N(CC)C(C)C)(C)C.[C:38](O)(=[O:41])[CH:39]=[CH2:40].O. Product: [C:38]([N:9]1[CH2:10][CH2:11][CH2:12][C@@H:7]([N:6]2[C:2]([NH2:1])=[C:3]([C:26]([NH2:28])=[O:27])[C:4]([C:13]3[CH:14]=[CH:15][C:16]([O:19][C:20]4[CH:25]=[CH:24][CH:23]=[CH:22][CH:21]=4)=[CH:17][CH:18]=3)=[N:5]2)[CH2:8]1)(=[O:41])[CH:39]=[CH2:40]. The catalyst class is: 9. (2) Reactant: [C:1]([O:5][C:6]([NH:8][C:9]1([C:15]([OH:17])=O)[CH2:14][CH2:13][O:12][CH2:11][CH2:10]1)=[O:7])([CH3:4])([CH3:3])[CH3:2].[CH3:18][N:19](C(ON1N=NC2C=CC=NC1=2)=[N+](C)C)C.F[P-](F)(F)(F)(F)F.CCN(CC)CC.CN. Product: [CH3:18][NH:19][C:15]([C:9]1([NH:8][C:6](=[O:7])[O:5][C:1]([CH3:4])([CH3:3])[CH3:2])[CH2:14][CH2:13][O:12][CH2:11][CH2:10]1)=[O:17]. The catalyst class is: 2. (3) Reactant: [CH:1]1([C:4]2[C:12]3[CH2:11][O:10][C:9](=[O:13])[C:8]=3[CH:7]=[CH:6][C:5]=2[CH:14]=[CH2:15])[CH2:3][CH2:2]1.C1C=C(Cl)C=C(C(OO)=[O:24])C=1. Product: [CH:1]1([C:4]2[C:12]3[CH2:11][O:10][C:9](=[O:13])[C:8]=3[CH:7]=[CH:6][C:5]=2[CH:14]2[CH2:15][O:24]2)[CH2:3][CH2:2]1. The catalyst class is: 2. (4) Reactant: [CH3:1][O:2][C:3](=[O:11])[C:4]1[CH:9]=[CH:8][C:7]([OH:10])=[N:6][CH:5]=1.[CH3:12][C:13]1[O:17][C:16]([C:18]2[CH:23]=[CH:22][CH:21]=[CH:20][CH:19]=2)=[N:15][C:14]=1[CH2:24][CH2:25]O.C1(P(C2C=CC=CC=2)C2C=CC=CC=2)C=CC=CC=1.CCOC(/N=N/C(OCC)=O)=O. Product: [CH3:1][O:2][C:3](=[O:11])[C:4]1[CH:9]=[CH:8][C:7]([O:10][CH2:25][CH2:24][C:14]2[N:15]=[C:16]([C:18]3[CH:23]=[CH:22][CH:21]=[CH:20][CH:19]=3)[O:17][C:13]=2[CH3:12])=[N:6][CH:5]=1. The catalyst class is: 1. (5) Reactant: C(C1OC(N)=NC=1)C1C=CC=CC=1.Br[CH:15]([CH2:18][C:19]1[CH:24]=[CH:23][CH:22]=[CH:21][CH:20]=1)[CH:16]=[O:17].NC(N)=O. Product: [C:19]1([CH2:18][CH2:15][CH:16]=[O:17])[CH:24]=[CH:23][CH:22]=[CH:21][CH:20]=1. The catalyst class is: 8. (6) Reactant: [S:1]([NH:5][C:6]1[CH:13]=[CH:12][CH:11]=[C:10]([O:14][CH2:15][C@H:16]2[CH2:21][CH2:20][CH2:19][N:18]([C:22](=[O:26])[CH2:23][CH2:24][CH3:25])[CH2:17]2)[C:7]=1[C:8]#[N:9])(=[O:4])(=[O:3])[NH2:2].[OH-].[Na+].Cl. Product: [NH2:9][C:8]1[C:7]2[C:10]([O:14][CH2:15][C@H:16]3[CH2:21][CH2:20][CH2:19][N:18]([C:22](=[O:26])[CH2:23][CH2:24][CH3:25])[CH2:17]3)=[CH:11][CH:12]=[CH:13][C:6]=2[NH:5][S:1](=[O:3])(=[O:4])[N:2]=1. The catalyst class is: 14. (7) Reactant: [CH:1]([N:14]1[CH2:17][CH:16]([CH:18](OC)[C:19]2[C:27]3[C:22](=[CH:23][CH:24]=[C:25]([C:28]#[N:29])[CH:26]=3)[NH:21][CH:20]=2)[CH2:15]1)([C:8]1[CH:13]=[CH:12][CH:11]=[CH:10][CH:9]=1)[C:2]1[CH:7]=[CH:6][CH:5]=[CH:4][CH:3]=1.C([SiH](CC)CC)C.FC(F)(F)C(O)=O.[OH-].[NH4+]. Product: [CH:1]([N:14]1[CH2:15][CH:16]([CH2:18][C:19]2[C:27]3[C:22](=[CH:23][CH:24]=[C:25]([C:28]#[N:29])[CH:26]=3)[NH:21][CH:20]=2)[CH2:17]1)([C:2]1[CH:3]=[CH:4][CH:5]=[CH:6][CH:7]=1)[C:8]1[CH:13]=[CH:12][CH:11]=[CH:10][CH:9]=1. The catalyst class is: 2.